Dataset: Catalyst prediction with 721,799 reactions and 888 catalyst types from USPTO. Task: Predict which catalyst facilitates the given reaction. (1) The catalyst class is: 7. Reactant: C([Li])CCC.[CH2:6]([O:8][C:9]([C:11]1[N:12]=[C:13]([NH:16][C:17]([O:19][C:20]([CH3:23])([CH3:22])[CH3:21])=[O:18])[S:14][CH:15]=1)=[O:10])[CH3:7].[CH3:24][O:25][C:26]1[CH:33]=[CH:32][CH:31]=[CH:30][C:27]=1[CH:28]=[O:29]. Product: [CH2:6]([O:8][C:9]([C:11]1[N:12]=[C:13]([NH:16][C:17]([O:19][C:20]([CH3:22])([CH3:21])[CH3:23])=[O:18])[S:14][C:15]=1[CH:28]([OH:29])[C:27]1[CH:30]=[CH:31][CH:32]=[CH:33][C:26]=1[O:25][CH3:24])=[O:10])[CH3:7]. (2) Reactant: [NH2:1][C:2]1[CH:3]=[C:4]([N:10]2[CH2:15][CH2:14][N:13]([C:16](=[O:18])[CH3:17])[CH2:12][CH2:11]2)[CH:5]=[C:6]([CH3:9])[C:7]=1[NH2:8].[I:19][C:20]1[CH:25]=[CH:24][N:23]=[C:22]([O:26][CH3:27])[C:21]=1[CH:28]=O. Product: [I:19][C:20]1[CH:25]=[CH:24][N:23]=[C:22]([O:26][CH3:27])[C:21]=1[C:28]1[NH:1][C:2]2[CH:3]=[C:4]([N:10]3[CH2:11][CH2:12][N:13]([C:16](=[O:18])[CH3:17])[CH2:14][CH2:15]3)[CH:5]=[C:6]([CH3:9])[C:7]=2[N:8]=1. The catalyst class is: 5.